This data is from Forward reaction prediction with 1.9M reactions from USPTO patents (1976-2016). The task is: Predict the product of the given reaction. (1) Given the reactants C([O:5][C:6]([C:8]1[N:9]=[C:10](O)[C:11]2[C:16]([C:17]=1[OH:18])=[CH:15][CH:14]=[C:13]([S:19][C:20]1[CH:25]=[CH:24][CH:23]=[CH:22][CH:21]=1)[CH:12]=2)=[O:7])CCC.C(OC(C1N=C(O)C2C(C=1O)=CC=C(OC1CCCCC1)C=2)=O)CCC.P(Br)(Br)([Br:55])=O, predict the reaction product. The product is: [Br:55][C:10]1[C:11]2[C:16](=[CH:15][CH:14]=[C:13]([S:19][C:20]3[CH:25]=[CH:24][CH:23]=[CH:22][CH:21]=3)[CH:12]=2)[C:17]([OH:18])=[C:8]([C:6]([OH:5])=[O:7])[N:9]=1. (2) Given the reactants [Br:1][C:2]1[CH:8]=[CH:7][C:5]([NH2:6])=[C:4]([N+:9]([O-])=O)[C:3]=1[F:12].C(O)(=O)C.C([O-])([O-])=O.[Na+].[Na+], predict the reaction product. The product is: [Br:1][C:2]1[C:3]([F:12])=[C:4]([NH2:9])[C:5]([NH2:6])=[CH:7][CH:8]=1. (3) Given the reactants [C:1]1([C:11]([C:13]2[CH:14]=[CH:15][C:16]([O:27][CH2:28][CH2:29][CH2:30][CH2:31][CH3:32])=[C:17]3[C:22]=2[CH:21]=[C:20]([O:23][C:24](=[O:26])[CH3:25])[CH:19]=[CH:18]3)=[O:12])[C:10]2[C:5](=[CH:6][CH:7]=[CH:8][CH:9]=2)[CH:4]=[CH:3][CH:2]=1.[Cl-].[Al+3].[Cl-].[Cl-].[C:37]1(C(Cl)=O)[C:46]2[C:41](=[CH:42][CH:43]=[CH:44]C=2)[CH:40]=[CH:39][CH:38]=1.C(OC1C=CC=C2C=1C=CC(OC(=O)C)=C2)CCCC, predict the reaction product. The product is: [C:1]1([C:11]([C:13]2[CH:14]=[CH:15][C:16]([O:27][CH2:28][CH2:29][CH2:30][CH2:31][CH3:32])=[C:17]3[C:22]=2[CH:21]=[C:20]([O:23][C:24]([C:25]2[C:46]4[C:41](=[CH:40][CH:39]=[CH:38][CH:37]=4)[CH:42]=[CH:43][CH:44]=2)=[O:26])[CH:19]=[CH:18]3)=[O:12])[C:10]2[C:5](=[CH:6][CH:7]=[CH:8][CH:9]=2)[CH:4]=[CH:3][CH:2]=1.